This data is from Full USPTO retrosynthesis dataset with 1.9M reactions from patents (1976-2016). The task is: Predict the reactants needed to synthesize the given product. (1) Given the product [Cl:32][C:27]1[CH:26]=[C:25]([C:23]2[CH:22]=[C:21]([CH3:33])[N:20]=[C:19]([N:17]3[CH:18]=[C:14]([C:11]4[S:10][C:9]([S:6]([NH2:5])(=[O:8])=[O:7])=[CH:13][CH:12]=4)[N:15]=[CH:16]3)[N:24]=2)[CH:30]=[CH:29][C:28]=1[Cl:31], predict the reactants needed to synthesize it. The reactants are: C([NH:5][S:6]([C:9]1[S:10][C:11]([C:14]2[N:15]=[CH:16][N:17]([C:19]3[N:24]=[C:23]([C:25]4[CH:30]=[CH:29][C:28]([Cl:31])=[C:27]([Cl:32])[CH:26]=4)[CH:22]=[C:21]([CH3:33])[N:20]=3)[CH:18]=2)=[CH:12][CH:13]=1)(=[O:8])=[O:7])(C)(C)C.C(O)(C(F)(F)F)=O. (2) Given the product [C:50]([C:40]1[CH:41]=[C:42]([CH2:45][C:46]([O:48][CH3:49])=[O:47])[CH:43]=[CH:44][C:39]=1[C:36]1[CH:37]=[CH:38][C:33]([O:32][CH2:31][C:23]2[C:15]([C:16]([O:18][C:19]([CH3:20])([CH3:21])[CH3:22])=[O:17])=[C:14]([OH:13])[C:26]([C:27]([F:28])([F:29])[F:30])=[CH:25][CH:24]=2)=[CH:34][CH:35]=1)#[N:51], predict the reactants needed to synthesize it. The reactants are: N1CCCC1.C(OC([O:13][C:14]1[C:26]([C:27]([F:30])([F:29])[F:28])=[CH:25][CH:24]=[C:23]([CH2:31][O:32][C:33]2[CH:38]=[CH:37][C:36]([C:39]3[CH:44]=[CH:43][C:42]([CH2:45][C:46]([O:48][CH3:49])=[O:47])=[CH:41][C:40]=3[C:50]#[N:51])=[CH:35][CH:34]=2)[C:15]=1[C:16]([O:18][C:19]([CH3:22])([CH3:21])[CH3:20])=[O:17])=O)(C)(C)C. (3) Given the product [Cl:6][C:7]1[CH:12]=[C:11]2[NH:13][C:14](=[O:40])[C:15]3([CH:20]([C:21]4[CH:26]=[CH:25][CH:24]=[C:23]([Cl:27])[CH:22]=4)[CH2:19][C:18](=[O:28])[NH:17][CH:16]3[C:29]3[CH:34]=[C:33]([C:2]#[C:1][CH:3]([CH:47]4[CH2:46][CH2:48]4)[CH3:4])[CH:32]=[CH:31][C:30]=3[O:36][CH2:37][CH2:38][OH:39])[C:10]2=[CH:9][CH:8]=1, predict the reactants needed to synthesize it. The reactants are: [C:1]([CH:3]1C[CH2:4]1)#[CH:2].[Cl:6][C:7]1[CH:12]=[C:11]2[NH:13][C:14](=[O:40])[C:15]3([CH:20]([C:21]4[CH:26]=[CH:25][CH:24]=[C:23]([Cl:27])[CH:22]=4)[CH2:19][C:18](=[O:28])[NH:17][CH:16]3[C:29]3[CH:34]=[C:33](I)[CH:32]=[CH:31][C:30]=3[O:36][CH2:37][CH2:38][OH:39])[C:10]2=[CH:9][CH:8]=1.C(N([CH2:46][CH3:47])CC)C.[CH3:48]N(C)C=O. (4) The reactants are: O[CH2:2][C:3]([CH2:14]O)([C:9]([O:11][CH2:12][CH3:13])=[O:10])[C:4]([O:6][CH2:7][CH3:8])=[O:5].O(S(C(F)(F)F)(=O)=O)S(C(F)(F)F)(=O)=O.CCN(C(C)C)C(C)C.[CH2:40]([NH2:47])[C:41]1[CH:46]=[CH:45][CH:44]=[CH:43][CH:42]=1. Given the product [CH2:40]([N:47]1[CH2:2][C:3]([C:4]([O:6][CH2:7][CH3:8])=[O:5])([C:9]([O:11][CH2:12][CH3:13])=[O:10])[CH2:14]1)[C:41]1[CH:46]=[CH:45][CH:44]=[CH:43][CH:42]=1, predict the reactants needed to synthesize it. (5) Given the product [C:1]([C:3]1[CH:4]=[C:5]([CH:10]=[C:11]([O:13][CH:21]2[CH2:25][CH2:24][CH2:23][CH2:22]2)[CH:12]=1)[C:6]([O:8][CH3:9])=[O:7])#[N:2], predict the reactants needed to synthesize it. The reactants are: [C:1]([C:3]1[CH:4]=[C:5]([CH:10]=[C:11]([OH:13])[CH:12]=1)[C:6]([O:8][CH3:9])=[O:7])#[N:2].C(=O)([O-])[O-].[Cs+].[Cs+].Br[CH:21]1[CH2:25][CH2:24][CH2:23][CH2:22]1. (6) Given the product [CH3:1][O:2][C:3]([C:5]1[C:6]([NH2:15])=[C:7]([Cl:14])[CH:8]=[C:9]2[C:13]=1[NH:12][N:11]=[C:10]2[Br:16])=[O:4], predict the reactants needed to synthesize it. The reactants are: [CH3:1][O:2][C:3]([C:5]1[C:6]([NH2:15])=[C:7]([Cl:14])[CH:8]=[C:9]2[C:13]=1[NH:12][N:11]=[CH:10]2)=[O:4].[Br:16]Br. (7) Given the product [N:65]1[CH:66]=[CH:67][CH:68]=[C:63]([CH2:62][CH2:61][NH:60][C:2]2[CH:3]=[C:4]([CH:17]=[CH:18][CH:19]=2)[O:5][C:6]2[C:15]3[C:10](=[CH:11][CH:12]=[CH:13][CH:14]=3)[NH:9][C:8](=[O:16])[CH:7]=2)[CH:64]=1, predict the reactants needed to synthesize it. The reactants are: Br[C:2]1[CH:3]=[C:4]([CH:17]=[CH:18][CH:19]=1)[O:5][C:6]1[C:15]2[C:10](=[CH:11][CH:12]=[CH:13][CH:14]=2)[NH:9][C:8](=[O:16])[CH:7]=1.C1(P(C2CCCCC2)C2C=CC=CC=2C2C(CCC)=CC(CCC)=CC=2CCC)CCCCC1.CC(C)([O-])C.[Na+].[NH2:60][CH2:61][CH2:62][C:63]1[CH:64]=[N:65][CH:66]=[CH:67][CH:68]=1.